Dataset: Peptide-MHC class II binding affinity with 134,281 pairs from IEDB. Task: Regression. Given a peptide amino acid sequence and an MHC pseudo amino acid sequence, predict their binding affinity value. This is MHC class II binding data. (1) The peptide sequence is GKTKEGVLYVGSKTK. The MHC is DRB1_0401 with pseudo-sequence DRB1_0401. The binding affinity (normalized) is 0.457. (2) The peptide sequence is AYAQRVYQANRAAGS. The MHC is HLA-DPA10201-DPB10101 with pseudo-sequence HLA-DPA10201-DPB10101. The binding affinity (normalized) is 0.0928. (3) The peptide sequence is LAVFQPSSGNYVHCF. The MHC is DRB1_0802 with pseudo-sequence DRB1_0802. The binding affinity (normalized) is 0.0715.